From a dataset of Catalyst prediction with 721,799 reactions and 888 catalyst types from USPTO. Predict which catalyst facilitates the given reaction. (1) Reactant: [F:1][C:2]([F:32])([F:31])[C:3]1[CH:8]=[CH:7][C:6]([C:9]2[N:10]=[CH:11][C:12]([NH:15][CH:16]([C:20]3[CH:30]=[CH:29][C:23]([C:24]([O:26]CC)=[O:25])=[CH:22][CH:21]=3)[CH2:17][CH2:18][CH3:19])=[N:13][CH:14]=2)=[CH:5][CH:4]=1.CO.[OH-].[Na+]. Product: [F:32][C:2]([F:1])([F:31])[C:3]1[CH:8]=[CH:7][C:6]([C:9]2[N:10]=[CH:11][C:12]([NH:15][CH:16]([C:20]3[CH:21]=[CH:22][C:23]([C:24]([OH:26])=[O:25])=[CH:29][CH:30]=3)[CH2:17][CH2:18][CH3:19])=[N:13][CH:14]=2)=[CH:5][CH:4]=1. The catalyst class is: 1. (2) Reactant: [Cl:1][C:2]1[C:7]([C:8]([NH:10][CH2:11][C:12]2[CH:17]=[CH:16][CH:15]=[C:14]([O:18][CH3:19])[CH:13]=2)=[O:9])=[C:6](Cl)[N:5]=[CH:4][N:3]=1.[NH3:21]. Product: [NH2:21][C:6]1[C:7]([C:8]([NH:10][CH2:11][C:12]2[CH:17]=[CH:16][CH:15]=[C:14]([O:18][CH3:19])[CH:13]=2)=[O:9])=[C:2]([Cl:1])[N:3]=[CH:4][N:5]=1. The catalyst class is: 12. (3) Reactant: [NH2:1][CH:2]([CH2:6][NH:7][C:8]([NH2:10])=[O:9])[C:3]([OH:5])=[O:4].Cl[C:12]([O:14][CH3:15])=[O:13]. Product: [NH2:10][C:8]([NH:7][CH2:6][C@@H:2]([C:3]([OH:5])=[O:4])[NH:1][C:12]([O:14][CH3:15])=[O:13])=[O:9]. The catalyst class is: 758. (4) Reactant: C([O:3][C:4](=O)[CH2:5][C:6]1[C:11]([N+:12]([O-:14])=[O:13])=[CH:10][N:9]=[C:8]([N:15]2[CH2:20][CH2:19][N:18]([CH3:21])[CH2:17][CH2:16]2)[CH:7]=1)C.[NH3:23]. Product: [CH3:21][N:18]1[CH2:19][CH2:20][N:15]([C:8]2[CH:7]=[C:6]([CH2:5][C:4]([NH2:23])=[O:3])[C:11]([N+:12]([O-:14])=[O:13])=[CH:10][N:9]=2)[CH2:16][CH2:17]1. The catalyst class is: 5. (5) Reactant: Cl[C:2]1[O:3][C:4]([C:7]2[CH:8]=[C:9]([C:13]3[C:14]([O:19]C)=[N:15][CH:16]=[CH:17][CH:18]=3)[CH:10]=[CH:11][CH:12]=2)=[CH:5][N:6]=1.[CH3:21][O:22][C:23]1[CH:24]=[C:25]([CH:27]=[C:28]([O:30][CH3:31])[CH:29]=1)[NH2:26].Cl. Product: [CH3:31][O:30][C:28]1[CH:27]=[C:25]([NH:26][C:2]2[O:3][C:4]([C:7]3[CH:8]=[C:9]([C:13]4[C:14](=[O:19])[NH:15][CH:16]=[CH:17][CH:18]=4)[CH:10]=[CH:11][CH:12]=3)=[CH:5][N:6]=2)[CH:24]=[C:23]([O:22][CH3:21])[CH:29]=1. The catalyst class is: 41. (6) Reactant: [Cl:1][C:2]1[S:6][C:5]([C:7]([NH:9][NH:10][C:11](=[S:19])[NH:12][C:13]2[CH:18]=[CH:17][CH:16]=[CH:15][CH:14]=2)=[O:8])=[CH:4][CH:3]=1.[C:20]([O-])(=O)[CH3:21].[Na+].BrCCBr. Product: [Cl:1][C:2]1[S:6][C:5]([C:7]([NH:9][N:10]=[C:11]2[N:12]([C:13]3[CH:14]=[CH:15][CH:16]=[CH:17][CH:18]=3)[CH2:21][CH2:20][S:19]2)=[O:8])=[CH:4][CH:3]=1. The catalyst class is: 8. (7) Reactant: C1(COC2C(OC)=CC=CC=2/C=C/C2N=C3N(C=2C(O)=O)C=CS3)CC1.[CH:27]1([O:32][C:33]2[C:40]([O:41][CH3:42])=[CH:39][CH:38]=[CH:37][C:34]=2[CH:35]=O)[CH2:31][CH2:30][CH2:29][CH2:28]1.[Br-].[CH2:44]([O:46][C:47]([C:49]1[N:56]2[C:52]([S:53][CH:54]=[CH:55]2)=[N:51][C:50]=1[CH2:57][P+](C1C=CC=CC=1)(C1C=CC=CC=1)C1C=CC=CC=1)=[O:48])[CH3:45].[H-].[Na+]. Product: [CH:27]1([O:32][C:33]2[C:40]([O:41][CH3:42])=[CH:39][CH:38]=[CH:37][C:34]=2/[CH:35]=[CH:57]/[C:50]2[N:51]=[C:52]3[N:56]([C:49]=2[C:47]([O:46][CH2:44][CH3:45])=[O:48])[CH:55]=[CH:54][S:53]3)[CH2:31][CH2:30][CH2:29][CH2:28]1. The catalyst class is: 16. (8) Reactant: C([O:3][C:4](=[O:34])[C:5]1[CH:10]=[CH:9][CH:8]=[C:7]([N:11]2[C:15]([CH3:16])=[CH:14][CH:13]=[C:12]2[C:17]2[CH:22]=[C:21]([Br:23])[CH:20]=[CH:19][C:18]=2[O:24][CH2:25][C:26]2[CH:31]=[CH:30][C:29]([F:32])=[CH:28][C:27]=2[F:33])[CH:6]=1)C.[OH-].[Na+]. Product: [Br:23][C:21]1[CH:20]=[CH:19][C:18]([O:24][CH2:25][C:26]2[CH:31]=[CH:30][C:29]([F:32])=[CH:28][C:27]=2[F:33])=[C:17]([C:12]2[N:11]([C:7]3[CH:6]=[C:5]([CH:10]=[CH:9][CH:8]=3)[C:4]([OH:34])=[O:3])[C:15]([CH3:16])=[CH:14][CH:13]=2)[CH:22]=1. The catalyst class is: 14. (9) Reactant: [N+:1]([C:4]1[C:5]([NH2:21])=[N:6][CH:7]=[CH:8][C:9]=1[NH:10][C:11]1[CH:16]=[CH:15][C:14]([C:17]([F:20])([F:19])[F:18])=[CH:13][N:12]=1)([O-])=O. Product: [F:20][C:17]([F:18])([F:19])[C:14]1[CH:15]=[CH:16][C:11]([NH:10][C:9]2[CH:8]=[CH:7][N:6]=[C:5]([NH2:21])[C:4]=2[NH2:1])=[N:12][CH:13]=1. The catalyst class is: 19.